From a dataset of NCI-60 drug combinations with 297,098 pairs across 59 cell lines. Regression. Given two drug SMILES strings and cell line genomic features, predict the synergy score measuring deviation from expected non-interaction effect. Drug 1: CC1=C2C(C(=O)C3(C(CC4C(C3C(C(C2(C)C)(CC1OC(=O)C(C(C5=CC=CC=C5)NC(=O)OC(C)(C)C)O)O)OC(=O)C6=CC=CC=C6)(CO4)OC(=O)C)OC)C)OC. Drug 2: CC1=CC2C(CCC3(C2CCC3(C(=O)C)OC(=O)C)C)C4(C1=CC(=O)CC4)C. Cell line: ACHN. Synergy scores: CSS=42.9, Synergy_ZIP=0.695, Synergy_Bliss=-0.792, Synergy_Loewe=-24.4, Synergy_HSA=-0.215.